From a dataset of Full USPTO retrosynthesis dataset with 1.9M reactions from patents (1976-2016). Predict the reactants needed to synthesize the given product. (1) Given the product [CH3:8][C:5]1[N:6]=[CH:7][C:2]([NH:1][C:22](=[O:23])[O:21][C:15]2[CH:20]=[CH:19][CH:18]=[CH:17][CH:16]=2)=[N:3][CH:4]=1, predict the reactants needed to synthesize it. The reactants are: [NH2:1][C:2]1[CH:7]=[N:6][C:5]([CH3:8])=[CH:4][N:3]=1.N1C=CC=CC=1.[C:15]1([O:21][C:22](Cl)=[O:23])[CH:20]=[CH:19][CH:18]=[CH:17][CH:16]=1.CC#N. (2) Given the product [F:1][C:2]1[S:6][C:5]([C:7]2[N:8]=[C:9]([N:16]3[C:17]4[C:18](=[CH:19][C:20]([CH2:23][C:24]([OH:26])=[O:25])=[CH:21][CH:22]=4)[CH2:27][C:28]3=[O:29])[C:10]3[CH2:15][CH2:14][CH2:13][C:11]=3[N:12]=2)=[CH:4][CH:3]=1, predict the reactants needed to synthesize it. The reactants are: [F:1][C:2]1[S:6][C:5]([C:7]2[N:8]=[C:9]([NH:16][C:17]3[CH:22]=[CH:21][C:20]([CH2:23][C:24]([OH:26])=[O:25])=[CH:19][C:18]=3[CH2:27][C:28](O)=[O:29])[C:10]3[CH2:15][CH2:14][CH2:13][C:11]=3[N:12]=2)=[CH:4][CH:3]=1. (3) The reactants are: [C:1]1([CH2:7][C:8](OC)=O)[CH:6]=[CH:5][CH:4]=[CH:3][CH:2]=1.[Li+].C[Si]([N-][Si](C)(C)C)(C)C.[NH2:22][C:23]1[C:28]([CH:29]=O)=[CH:27][N:26]=[C:25]([S:31][CH2:32][CH3:33])[N:24]=1.P(Cl)(Cl)([Cl:36])=O. Given the product [Cl:36][C:8]1[C:7]([C:1]2[CH:6]=[CH:5][CH:4]=[CH:3][CH:2]=2)=[CH:29][C:28]2[CH:27]=[N:26][C:25]([S:31][CH2:32][CH3:33])=[N:24][C:23]=2[N:22]=1, predict the reactants needed to synthesize it. (4) Given the product [Cl:2][C:3]1[CH:4]=[C:5]2[C:9](=[CH:10][CH:11]=1)[NH:8][CH:7]=[C:6]2[CH2:12][CH2:13][NH:14][C:27]([CH:24]1[CH2:25][CH2:26][N:22]([C:19]2[CH:20]=[CH:21][C:16]([Cl:15])=[C:17]([F:31])[CH:18]=2)[C:23]1=[O:30])=[O:28], predict the reactants needed to synthesize it. The reactants are: Cl.[Cl:2][C:3]1[CH:4]=[C:5]2[C:9](=[CH:10][CH:11]=1)[NH:8][CH:7]=[C:6]2[CH2:12][CH2:13][NH2:14].[Cl:15][C:16]1[CH:21]=[CH:20][C:19]([N:22]2[CH2:26][CH2:25][CH:24]([C:27](O)=[O:28])[C:23]2=[O:30])=[CH:18][C:17]=1[F:31].CN(C(ON1N=NC2C=CC=NC1=2)=[N+](C)C)C.F[P-](F)(F)(F)(F)F.C(N(CC)C(C)C)(C)C. (5) Given the product [C:1]([C:3](=[CH2:15])[C:4]([O:6][CH2:7][CH2:8][CH2:9][CH2:10][CH2:11][CH2:12][CH2:13][CH3:14])=[O:5])#[N:2], predict the reactants needed to synthesize it. The reactants are: [C:1]([CH2:3][C:4]([O:6][CH2:7][CH2:8][CH2:9][CH2:10][CH2:11][CH2:12][CH2:13][CH3:14])=[O:5])#[N:2].[CH2:15]=O. (6) Given the product [Cl:10][C:11]1[CH:16]=[CH:15][C:14]([S:17][C:2]2[CH:7]=[CH:6][CH:5]=[C:4]([O:8][CH3:9])[CH:3]=2)=[CH:13][CH:12]=1, predict the reactants needed to synthesize it. The reactants are: I[C:2]1[CH:3]=[C:4]([O:8][CH3:9])[CH:5]=[CH:6][CH:7]=1.[Cl:10][C:11]1[CH:16]=[CH:15][C:14]([SH:17])=[CH:13][CH:12]=1.C([O-])([O-])=O.[K+].[K+].C(O)CO. (7) Given the product [CH:16]([C:14]1[O:15][C:8]2[C:7]([C:4]3[CH2:3][CH2:2][N:1]([S:27]([N:26]([CH3:31])[CH3:25])(=[O:29])=[O:28])[CH2:6][CH:5]=3)=[CH:12][N:11]=[CH:10][C:9]=2[CH:13]=1)=[O:17], predict the reactants needed to synthesize it. The reactants are: [NH:1]1[CH2:6][CH:5]=[C:4]([C:7]2[C:8]3[O:15][C:14]([CH:16]=[O:17])=[CH:13][C:9]=3[CH:10]=[N:11][CH:12]=2)[CH2:3][CH2:2]1.C(N(CC)CC)C.[CH3:25][N:26]([CH3:31])[S:27](Cl)(=[O:29])=[O:28].C(=O)(O)[O-].[Na+].